From a dataset of Peptide-MHC class I binding affinity with 185,985 pairs from IEDB/IMGT. Regression. Given a peptide amino acid sequence and an MHC pseudo amino acid sequence, predict their binding affinity value. This is MHC class I binding data. The peptide sequence is RVRAYTYSK. The MHC is HLA-B58:01 with pseudo-sequence HLA-B58:01. The binding affinity (normalized) is 0.0152.